This data is from Peptide-MHC class II binding affinity with 134,281 pairs from IEDB. The task is: Regression. Given a peptide amino acid sequence and an MHC pseudo amino acid sequence, predict their binding affinity value. This is MHC class II binding data. (1) The peptide sequence is KQQGIRYANPIAFFR. The MHC is DRB1_0404 with pseudo-sequence DRB1_0404. The binding affinity (normalized) is 0.686. (2) The peptide sequence is INEPEAAAIAYGLDR. The MHC is HLA-DQA10501-DQB10301 with pseudo-sequence HLA-DQA10501-DQB10301. The binding affinity (normalized) is 0.679. (3) The peptide sequence is AFSIRPGLLIGFGLR. The MHC is DRB1_0301 with pseudo-sequence DRB1_0301. The binding affinity (normalized) is 0.599. (4) The peptide sequence is DVVPEKYTIGATYAP. The MHC is DRB3_0202 with pseudo-sequence DRB3_0202. The binding affinity (normalized) is 0.134. (5) The peptide sequence is VIPEGWKADTCYESK. The MHC is DRB1_1501 with pseudo-sequence DRB1_1501. The binding affinity (normalized) is 0.0819. (6) The peptide sequence is TYGDKWLDAKSTWYG. The MHC is DRB1_1201 with pseudo-sequence DRB1_1201. The binding affinity (normalized) is 0.114. (7) The peptide sequence is STWYGKPTGAGPKDN. The MHC is DRB1_1201 with pseudo-sequence DRB1_1201. The binding affinity (normalized) is 0.0888. (8) The peptide sequence is ASVIPPARLFKAFVL. The MHC is HLA-DPA10103-DPB10301 with pseudo-sequence HLA-DPA10103-DPB10301. The binding affinity (normalized) is 0.465. (9) The peptide sequence is QSCRRPNAQRFGISNYCQI. The MHC is HLA-DQA10501-DQB10301 with pseudo-sequence HLA-DQA10501-DQB10301. The binding affinity (normalized) is 0.302.